Dataset: Peptide-MHC class I binding affinity with 185,985 pairs from IEDB/IMGT. Task: Regression. Given a peptide amino acid sequence and an MHC pseudo amino acid sequence, predict their binding affinity value. This is MHC class I binding data. The peptide sequence is IQTHCEVGY. The MHC is HLA-B58:01 with pseudo-sequence HLA-B58:01. The binding affinity (normalized) is 0.0847.